Task: Predict the reactants needed to synthesize the given product.. Dataset: Full USPTO retrosynthesis dataset with 1.9M reactions from patents (1976-2016) (1) Given the product [Cl:35][C:29]1[CH:30]=[C:31]([CH:32]=[C:27]([O:26][C:21]2[CH:20]=[C:19]([CH2:18][CH2:17][C:10]3[C:11]4[C:12](=[N:8][CH:12]=[CH:11][CH:10]=4)[NH:8][N:9]=3)[CH:24]=[CH:23][C:22]=2[Cl:25])[CH:28]=1)[C:33]#[N:34], predict the reactants needed to synthesize it. The reactants are: C(OC([N:8]1[C:12]2C=CC=N[C:11]=2[C:10]([C:17]#[C:18][C:19]2[CH:24]=[CH:23][C:22]([Cl:25])=[C:21]([O:26][C:27]3[CH:32]=[C:31]([C:33]#[N:34])[CH:30]=[C:29]([Cl:35])[CH:28]=3)[CH:20]=2)=[N:9]1)=O)(C)(C)C. (2) Given the product [Cl:8][C:6]1[N:5]=[C:4]2[N:9]([CH:12]3[CH2:17][CH2:16][O:15][CH2:14][CH2:13]3)[N:10]=[CH:11][C:3]2=[C:2]([NH:24][C:21]2[CH:20]=[C:19]([CH3:18])[NH:23][N:22]=2)[N:7]=1, predict the reactants needed to synthesize it. The reactants are: Cl[C:2]1[N:7]=[C:6]([Cl:8])[N:5]=[C:4]2[N:9]([CH:12]3[CH2:17][CH2:16][O:15][CH2:14][CH2:13]3)[N:10]=[CH:11][C:3]=12.[CH3:18][C:19]1[NH:23][N:22]=[C:21]([NH2:24])[CH:20]=1.CCN(C(C)C)C(C)C. (3) Given the product [CH:1]1([O:6][C:7]2[CH:8]=[CH:9][C:10]([NH:11][CH2:18][CH:17]([O:20][CH2:21][CH3:22])[O:16][CH2:14][CH3:15])=[CH:12][CH:13]=2)[CH2:5][CH2:4][CH2:3][CH2:2]1, predict the reactants needed to synthesize it. The reactants are: [CH:1]1([O:6][C:7]2[CH:13]=[CH:12][C:10]([NH2:11])=[CH:9][CH:8]=2)[CH2:5][CH2:4][CH2:3][CH2:2]1.[CH2:14]([O:16][CH:17]([O:20][CH2:21][CH3:22])[CH2:18]Br)[CH3:15].C(=O)([O-])[O-].[K+].[K+]. (4) Given the product [Cl:4][C:5]1[CH:10]=[CH:9][C:8]([CH:26]2[CH2:27][C:28](=[O:30])[CH2:29][CH:24]([CH2:22][CH3:23])[N:25]2[C:31]([O:33][CH2:34][C:35]2[CH:36]=[CH:37][CH:38]=[CH:39][CH:40]=2)=[O:32])=[CH:7][CH:6]=1, predict the reactants needed to synthesize it. The reactants are: S(C)C.[Cl:4][C:5]1[CH:10]=[CH:9][C:8]([Mg]Br)=[CH:7][CH:6]=1.B(F)(F)F.CCOCC.[CH2:22]([CH:24]1[CH2:29][C:28](=[O:30])[CH:27]=[CH:26][N:25]1[C:31]([O:33][CH2:34][C:35]1[CH:40]=[CH:39][CH:38]=[CH:37][CH:36]=1)=[O:32])[CH3:23].[NH4+].[Cl-].[NH4+].[OH-].